From a dataset of Reaction yield outcomes from USPTO patents with 853,638 reactions. Predict the reaction yield, written as a fraction of the theoretical maximum amount of product (1.0 means a 100% yield; for example, 0.34 means a 34% yield). (1) The reactants are [CH2:1]([O:8][C:9]([NH:11][C:12]1([C:42]2[NH:43][C:44](=[O:54])[C:45]([OH:53])=[C:46]([C:48]([O:50][CH2:51][CH3:52])=[O:49])[N:47]=2)[CH2:17][CH2:16][C:15]([CH2:30][O:31][S:32]([C:35]2[CH:41]=[CH:40][C:38]([CH3:39])=[CH:37][CH:36]=2)(=[O:34])=[O:33])([CH2:18][O:19][S:20]([C:23]2[CH:29]=[CH:28][C:26]([CH3:27])=[CH:25][CH:24]=2)(=[O:22])=[O:21])[CH2:14][CH2:13]1)=[O:10])[C:2]1[CH:7]=[CH:6][CH:5]=[CH:4][CH:3]=1.[C:55](O[C:55](=[O:62])[C:56]1[CH:61]=[CH:60][CH:59]=[CH:58][CH:57]=1)(=[O:62])[C:56]1[CH:61]=[CH:60][CH:59]=[CH:58][CH:57]=1. The catalyst is N1C=CC=CC=1. The product is [C:55]([O:53][C:45]1[C:44](=[O:54])[NH:43][C:42]([C:12]2([NH:11][C:9]([O:8][CH2:1][C:2]3[CH:3]=[CH:4][CH:5]=[CH:6][CH:7]=3)=[O:10])[CH2:17][CH2:16][C:15]([CH2:18][O:19][S:20]([C:23]3[CH:24]=[CH:25][C:26]([CH3:27])=[CH:28][CH:29]=3)(=[O:21])=[O:22])([CH2:30][O:31][S:32]([C:35]3[CH:36]=[CH:37][C:38]([CH3:39])=[CH:40][CH:41]=3)(=[O:33])=[O:34])[CH2:14][CH2:13]2)=[N:47][C:46]=1[C:48]([O:50][CH2:51][CH3:52])=[O:49])(=[O:62])[C:56]1[CH:61]=[CH:60][CH:59]=[CH:58][CH:57]=1. The yield is 0.446. (2) The reactants are [CH:1]1([NH:4][S:5]([C:8]2[CH:13]=[C:12]([O:14][C:15]3[C:20]([Cl:21])=[CH:19][C:18]([CH2:22][CH:23]4[S:27][C:26](=[O:28])[NH:25][C:24]4=[O:29])=[CH:17][C:16]=3[Cl:30])[CH:11]=[CH:10][C:9]=2[O:31]C)(=[O:7])=[O:6])[CH2:3][CH2:2]1.B(Br)(Br)Br. The catalyst is ClCCl. The product is [CH:1]1([NH:4][S:5]([C:8]2[CH:13]=[C:12]([O:14][C:15]3[C:16]([Cl:30])=[CH:17][C:18]([CH2:22][CH:23]4[S:27][C:26](=[O:28])[NH:25][C:24]4=[O:29])=[CH:19][C:20]=3[Cl:21])[CH:11]=[CH:10][C:9]=2[OH:31])(=[O:6])=[O:7])[CH2:2][CH2:3]1. The yield is 0.680.